From a dataset of Forward reaction prediction with 1.9M reactions from USPTO patents (1976-2016). Predict the product of the given reaction. (1) Given the reactants [N+:1]([C:4]1[CH:5]=[C:6]([C:10]([NH:12][NH2:13])=[O:11])[CH:7]=[CH:8][CH:9]=1)([O-:3])=[O:2].[N-:14]=[C:15]=[S:16].[Cl:17][C:18]1[CH:19]=[CH:20][CH:21]=[CH:22][C:23]=1[CH3:24], predict the reaction product. The product is: [Cl:17][C:18]1[CH:19]=[C:20]([NH:14][C:15]([NH:13][NH:12][C:10]([C:6]2[CH:7]=[CH:8][CH:9]=[C:4]([N+:1]([O-:3])=[O:2])[CH:5]=2)=[O:11])=[S:16])[CH:21]=[CH:22][C:23]=1[CH3:24]. (2) Given the reactants [CH2:1]([N:3]([CH3:25])[C:4]([C:6]1[CH:10]=[C:9]([C:11]2[CH:16]=[CH:15][C:14]([CH2:17][NH2:18])=[CH:13][CH:12]=2)[N:8]([C:19]2[CH:20]=[N:21][CH:22]=[CH:23][CH:24]=2)[N:7]=1)=[O:5])[CH3:2].[CH3:26][S:27](Cl)(=[O:29])=[O:28], predict the reaction product. The product is: [CH2:1]([N:3]([CH3:25])[C:4]([C:6]1[CH:10]=[C:9]([C:11]2[CH:12]=[CH:13][C:14]([CH2:17][NH:18][S:27]([CH3:26])(=[O:29])=[O:28])=[CH:15][CH:16]=2)[N:8]([C:19]2[CH:20]=[N:21][CH:22]=[CH:23][CH:24]=2)[N:7]=1)=[O:5])[CH3:2]. (3) Given the reactants [CH3:1][O:2][C:3]1[CH:4]=[C:5]([C@@H:9]([NH2:11])[CH3:10])[CH:6]=[CH:7][CH:8]=1.[CH:12]1[N:17]=[C:16](Cl)[C:15]2[N:19]=[CH:20][N:21]([C@@H:22]3[O:26][C@H:25]([CH2:27][OH:28])[C@@H:24]([OH:29])[C@H:23]3[OH:30])[C:14]=2[N:13]=1, predict the reaction product. The product is: [CH3:1][O:2][C:3]1[CH:4]=[C:5]([C@@H:9]([NH:11][C:16]2[C:15]3[N:19]=[CH:20][N:21]([C:14]=3[N:13]=[CH:12][N:17]=2)[C@@H:22]2[O:26][C@H:25]([CH2:27][OH:28])[C@@H:24]([OH:29])[C@H:23]2[OH:30])[CH3:10])[CH:6]=[CH:7][CH:8]=1. (4) The product is: [C:15]1(=[O:16])[C:8]2[CH:9]=[CH:10][CH:11]=[CH:12][C:7]=2[CH2:6][CH2:5][S:13][CH2:14]1. Given the reactants [Cl-].[Al+3].[Cl-].[Cl-].[CH2:5]([S:13][CH2:14][C:15](Cl)=[O:16])[CH2:6][C:7]1[CH:12]=[CH:11][CH:10]=[CH:9][CH:8]=1, predict the reaction product. (5) Given the reactants N[C:2]1[CH:3]=[C:4]2[C:9](=[CH:10][CH:11]=1)[N:8]=[C:7]([C:12]([O:14][CH2:15][CH3:16])=[O:13])[CH:6]=[N:5]2.F[B-](F)(F)F.[H+].N([O-])=O.[Na+].[I-:27].[K+].C(=O)([O-])[O-].[Na+].[Na+], predict the reaction product. The product is: [I:27][C:2]1[CH:3]=[C:4]2[C:9](=[CH:10][CH:11]=1)[N:8]=[C:7]([C:12]([O:14][CH2:15][CH3:16])=[O:13])[CH:6]=[N:5]2. (6) Given the reactants C([O:8][C:9]1[C:14](=[O:15])[N:13]=[C:12]([CH2:16][C:17]2[CH:22]=[CH:21][C:20]([Cl:23])=[CH:19][C:18]=2[C:24]2[CH:25]=[N:26][CH:27]=[CH:28][CH:29]=2)[N:11]2[CH2:30][CH2:31][N:32]([CH:35]([CH3:37])[CH3:36])[C:33](=[O:34])[C:10]=12)C1C=CC=CC=1.OS(O)(=O)=O, predict the reaction product. The product is: [Cl:23][C:20]1[CH:21]=[CH:22][C:17]([CH2:16][C:12]2[N:11]3[CH2:30][CH2:31][N:32]([CH:35]([CH3:37])[CH3:36])[C:33](=[O:34])[C:10]3=[C:9]([OH:8])[C:14](=[O:15])[N:13]=2)=[C:18]([C:24]2[CH:25]=[N:26][CH:27]=[CH:28][CH:29]=2)[CH:19]=1. (7) Given the reactants Br[C:2]1[CH:7]=[CH:6][C:5]([Br:8])=[CH:4][N:3]=1.[CH:9]([N:12]1[CH2:17][CH2:16][NH:15][CH2:14][CH2:13]1)([CH3:11])[CH3:10].C1CCN2C(=NCCC2)CC1, predict the reaction product. The product is: [Br:8][C:5]1[CH:6]=[CH:7][C:2]([N:15]2[CH2:16][CH2:17][N:12]([CH:9]([CH3:11])[CH3:10])[CH2:13][CH2:14]2)=[N:3][CH:4]=1.